From a dataset of Forward reaction prediction with 1.9M reactions from USPTO patents (1976-2016). Predict the product of the given reaction. The product is: [Cl:31][C:28]1[CH:29]=[CH:30][C:25]([CH:10]2[C:5]3[N:6]([CH:7]([CH3:9])[CH3:8])[C:2]([C:39]4[C:34]([O:33][CH3:32])=[N:35][CH:36]=[CH:37][CH:38]=4)=[N:3][C:4]=3[C:12](=[O:13])[N:11]2[C:14]2[N:19]=[C:18]3[N:20]([CH3:23])[N:21]=[N:22][C:17]3=[C:16]([CH3:24])[CH:15]=2)=[CH:26][CH:27]=1. Given the reactants Br[C:2]1[N:6]([CH:7]([CH3:9])[CH3:8])[C:5]2[CH:10]([C:25]3[CH:30]=[CH:29][C:28]([Cl:31])=[CH:27][CH:26]=3)[N:11]([C:14]3[N:19]=[C:18]4[N:20]([CH3:23])[N:21]=[N:22][C:17]4=[C:16]([CH3:24])[CH:15]=3)[C:12](=[O:13])[C:4]=2[N:3]=1.[CH3:32][O:33][C:34]1[C:39](B(O)O)=[CH:38][CH:37]=[CH:36][N:35]=1, predict the reaction product.